From a dataset of Forward reaction prediction with 1.9M reactions from USPTO patents (1976-2016). Predict the product of the given reaction. (1) Given the reactants CS(O[CH2:6][C@H:7]1[N:18]2[C:19]3[C:10](=[C:11]([F:21])[CH:12]=[N:13][C:14]=3[CH:15]=[CH:16][C:17]2=[O:20])[S:9][CH2:8]1)(=O)=O.N1C=CC=CC=1.[NH:28]1[CH2:33][CH2:32][CH:31]([NH:34][C:35](=[O:41])[O:36][C:37]([CH3:40])([CH3:39])[CH3:38])[CH2:30][CH2:29]1, predict the reaction product. The product is: [F:21][C:11]1[CH:12]=[N:13][C:14]2[CH:15]=[CH:16][C:17](=[O:20])[N:18]3[C@H:7]([CH2:6][N:28]4[CH2:29][CH2:30][CH:31]([NH:34][C:35](=[O:41])[O:36][C:37]([CH3:39])([CH3:38])[CH3:40])[CH2:32][CH2:33]4)[CH2:8][S:9][C:10]=1[C:19]=23. (2) Given the reactants [ClH:1].C(OC([NH:9][C@H:10]([C:26]([NH:28][C:29]1[CH:30]=[N:31][CH:32]=[C:33]([F:60])[C:34]=1[CH2:35][CH2:36][C@H:37]1[O:42][CH2:41][C@@H:40]([CH2:43][O:44][C:45](=[O:52])[NH:46][CH2:47][C:48]([F:51])([F:50])[F:49])[N:39](C(OC(C)(C)C)=O)[CH2:38]1)=[O:27])[CH:11]([C:19]1[CH:24]=[CH:23][C:22]([F:25])=[CH:21][CH:20]=1)[C:12]1[CH:17]=[CH:16][C:15]([F:18])=[CH:14][CH:13]=1)=O)(C)(C)C, predict the reaction product. The product is: [ClH:1].[ClH:1].[ClH:1].[F:25][C:22]1[CH:21]=[CH:20][C:19]([CH:11]([C:12]2[CH:13]=[CH:14][C:15]([F:18])=[CH:16][CH:17]=2)[C@@H:10]([C:26]([NH:28][C:29]2[CH:30]=[N:31][CH:32]=[C:33]([F:60])[C:34]=2[CH2:35][CH2:36][C@H:37]2[O:42][CH2:41][C@@H:40]([CH2:43][O:44][C:45](=[O:52])[NH:46][CH2:47][C:48]([F:50])([F:49])[F:51])[NH:39][CH2:38]2)=[O:27])[NH2:9])=[CH:24][CH:23]=1. (3) Given the reactants [NH2:1][CH:2]1[CH2:7][CH2:6][N:5]([C:8]([O:10][CH2:11][CH3:12])=[O:9])[CH2:4][CH2:3]1.[CH:13]1[C:22]2[C:17](=[CH:18][CH:19]=[CH:20][CH:21]=2)[CH:16]=[CH:15][C:14]=1[S:23](Cl)(=[O:25])=[O:24], predict the reaction product. The product is: [CH:13]1[C:22]2[C:17](=[CH:18][CH:19]=[CH:20][CH:21]=2)[CH:16]=[CH:15][C:14]=1[S:23]([NH:1][CH:2]1[CH2:3][CH2:4][N:5]([C:8]([O:10][CH2:11][CH3:12])=[O:9])[CH2:6][CH2:7]1)(=[O:24])=[O:25]. (4) Given the reactants [Cl:1][C:2]1[CH:7]=[CH:6][CH:5]=[C:4]([Cl:8])[C:3]=1[S:9]([N:12]([CH2:14][C:15]1[O:19][CH:18]=[C:17]([C:20](O)=[O:21])[CH:16]=1)[CH3:13])(=[O:11])=[O:10].C1N=CN(C(N2C=NC=C2)=O)C=1.[NH:35]1[CH2:39][CH2:38][N:37]=[C:36]1[C:40]1[CH:45]=[CH:44][C:43]([CH2:46][NH:47][CH3:48])=[CH:42][CH:41]=1.Cl.CCN(C(C)C)C(C)C, predict the reaction product. The product is: [Cl:8][C:4]1[CH:5]=[CH:6][CH:7]=[C:2]([Cl:1])[C:3]=1[S:9]([N:12]([CH2:14][C:15]1[O:19][CH:18]=[C:17]([C:20]([N:47]([CH2:46][C:43]2[CH:44]=[CH:45][C:40]([C:36]3[NH:37][CH2:38][CH2:39][N:35]=3)=[CH:41][CH:42]=2)[CH3:48])=[O:21])[CH:16]=1)[CH3:13])(=[O:10])=[O:11]. (5) Given the reactants [ClH:1].C(OC([N:9]1[CH2:13][C@H:12]([O:14][CH2:15][C:16]2[CH:21]=[CH:20][CH:19]=[C:18]([O:22][C:23]([F:26])([F:25])[F:24])[CH:17]=2)[CH2:11][C@@H:10]1[C@H:27]1[O:31]C(C)(C)[N:29]([C:34](=[O:36])[CH3:35])[C@H:28]1[CH2:37][C:38]1[CH:43]=[C:42]([F:44])[CH:41]=[C:40]([F:45])[CH:39]=1)=O)(C)(C)C, predict the reaction product. The product is: [ClH:1].[F:45][C:40]1[CH:39]=[C:38]([CH:43]=[C:42]([F:44])[CH:41]=1)[CH2:37][C@H:28]([NH:29][C:34](=[O:36])[CH3:35])[C@H:27]([OH:31])[C@H:10]1[CH2:11][C@@H:12]([O:14][CH2:15][C:16]2[CH:21]=[CH:20][CH:19]=[C:18]([O:22][C:23]([F:26])([F:25])[F:24])[CH:17]=2)[CH2:13][NH:9]1. (6) The product is: [NH2:43][C:41]1[CH:42]=[C:37]([C:35]([C:27]2[C:28]3[CH:33]=[N:32][C:31]([NH:6][CH2:5][C:4]4[CH:7]=[CH:8][C:9]([O:11][CH3:12])=[CH:10][C:3]=4[O:2][CH3:1])=[N:30][C:29]=3[N:25]([C:22]([CH3:24])([CH3:23])[CH2:21][O:20][Si:13]([C:16]([CH3:19])([CH3:18])[CH3:17])([CH3:14])[CH3:15])[CH:26]=2)=[O:36])[CH:38]=[N:39][CH:40]=1. Given the reactants [CH3:1][O:2][C:3]1[CH:10]=[C:9]([O:11][CH3:12])[CH:8]=[CH:7][C:4]=1[CH2:5][NH2:6].[Si:13]([O:20][CH2:21][C:22]([N:25]1[C:29]2[N:30]=[C:31](Cl)[N:32]=[CH:33][C:28]=2[C:27]([C:35]([C:37]2[CH:38]=[N:39][CH:40]=[C:41]([N:43]=C(C3C=CC=CC=3)C3C=CC=CC=3)[CH:42]=2)=[O:36])=[CH:26]1)([CH3:24])[CH3:23])([C:16]([CH3:19])([CH3:18])[CH3:17])([CH3:15])[CH3:14], predict the reaction product. (7) Given the reactants [Br:1][C:2]1[CH:3]=[C:4]([CH2:20][C:21]([NH:23][C:24]2[CH:29]=[CH:28][C:27]([S:30](=[O:33])(=[O:32])[NH2:31])=[CH:26][C:25]=2Br)=[O:22])[CH:5]=[CH:6][C:7]=1[O:8][C:9]1[CH:14]=[C:13]([CH:15]([F:17])[F:16])[CH:12]=[C:11]([C:18]#[N:19])[CH:10]=1.N[C:36]1C=CC(S(N)(=O)=O)=CC=1Br, predict the reaction product. The product is: [Br:1][C:2]1[CH:3]=[C:4]([CH2:20][C:21]([NH:23][C:24]2[CH:29]=[CH:28][C:27]([S:30](=[O:33])(=[O:32])[NH2:31])=[CH:26][C:25]=2[CH3:36])=[O:22])[CH:5]=[CH:6][C:7]=1[O:8][C:9]1[CH:14]=[C:13]([CH:15]([F:16])[F:17])[CH:12]=[C:11]([C:18]#[N:19])[CH:10]=1. (8) Given the reactants [H-].[Na+].[C:3]1([OH:13])[C:12]2[C:7](=[CH:8][CH:9]=[CH:10][CH:11]=2)[CH:6]=[CH:5][CH:4]=1.[F:14][C:15]1[CH:20]=[CH:19][C:18]([N+:21]([O-:23])=[O:22])=[C:17](F)[C:16]=1[F:25].Cl, predict the reaction product. The product is: [F:25][C:16]1[C:15]([F:14])=[CH:20][CH:19]=[C:18]([N+:21]([O-:23])=[O:22])[C:17]=1[O:13][C:3]1[C:12]2[C:7](=[CH:8][CH:9]=[CH:10][CH:11]=2)[CH:6]=[CH:5][CH:4]=1.